This data is from Reaction yield outcomes from USPTO patents with 853,638 reactions. The task is: Predict the reaction yield, written as a fraction of the theoretical maximum amount of product (1.0 means a 100% yield; for example, 0.34 means a 34% yield). The product is [O:21]=[C:15]1[CH:14]([N:8]2[CH2:7][C:6]3[C:10](=[CH:11][CH:12]=[C:4]([CH2:3][NH:2][C:28](=[O:29])[C:27]4[CH:31]=[CH:32][C:24]([C:23]([F:22])([F:33])[F:34])=[CH:25][CH:26]=4)[CH:5]=3)[C:9]2=[O:13])[CH2:19][CH2:18][C:17](=[O:20])[NH:16]1. The yield is 0.490. The catalyst is CN(C)C=O. The reactants are Cl.[NH2:2][CH2:3][C:4]1[CH:5]=[C:6]2[C:10](=[CH:11][CH:12]=1)[C:9](=[O:13])[N:8]([CH:14]1[CH2:19][CH2:18][C:17](=[O:20])[NH:16][C:15]1=[O:21])[CH2:7]2.[F:22][C:23]([F:34])([F:33])[C:24]1[CH:32]=[CH:31][C:27]([C:28](Cl)=[O:29])=[CH:26][CH:25]=1.C(N(CC)CC)C.Cl.